From a dataset of Forward reaction prediction with 1.9M reactions from USPTO patents (1976-2016). Predict the product of the given reaction. (1) Given the reactants [OH:1][CH2:2][CH2:3][CH:4]1[C:9](=[O:10])[NH:8][C:7]2[CH:11]=[CH:12][C:13]([N+:15]([O-:17])=[O:16])=[CH:14][C:6]=2[O:5]1.N1C=CN=C1.Cl[Si:24]([C:27]([CH3:30])([CH3:29])[CH3:28])([CH3:26])[CH3:25].O, predict the reaction product. The product is: [Si:24]([O:1][CH2:2][CH2:3][CH:4]1[C:9](=[O:10])[NH:8][C:7]2[CH:11]=[CH:12][C:13]([N+:15]([O-:17])=[O:16])=[CH:14][C:6]=2[O:5]1)([C:27]([CH3:30])([CH3:29])[CH3:28])([CH3:26])[CH3:25]. (2) Given the reactants O=[CH:2][CH2:3][C:4]1[CH:11]=[CH:10][C:7]([C:8]#[N:9])=[CH:6][CH:5]=1.[N+:12]([C:15]1[CH:20]=[CH:19][C:18]([CH2:21][CH2:22][N:23]2[CH2:28][CH2:27][NH:26][CH2:25][C:24]2=[O:29])=[CH:17][CH:16]=1)([O-:14])=[O:13].C(O)C.C([BH3-])#N.[Na+], predict the reaction product. The product is: [N+:12]([C:15]1[CH:20]=[CH:19][C:18]([CH2:21][CH2:22][N:23]2[CH2:28][CH2:27][N:26]([CH2:2][CH2:3][C:4]3[CH:11]=[CH:10][C:7]([C:8]#[N:9])=[CH:6][CH:5]=3)[CH2:25][C:24]2=[O:29])=[CH:17][CH:16]=1)([O-:14])=[O:13]. (3) Given the reactants C(Cl)(=O)C(Cl)=O.[CH3:7][O:8][C:9]1[CH:14]=[C:13]([C:15]([OH:17])=O)[CH:12]=[CH:11][C:10]=1[C:18]1[CH:23]=[CH:22][CH:21]=[CH:20][C:19]=1[CH3:24].O[N:26]=[C:27]([C:29]1[CH:34]=[CH:33][CH:32]=[CH:31][C:30]=1[O:35][CH3:36])[NH2:28].CCN(C(C)C)C(C)C, predict the reaction product. The product is: [CH3:7][O:8][C:9]1[CH:14]=[C:13]([C:15]2[O:17][N:28]=[C:27]([C:29]3[CH:34]=[CH:33][CH:32]=[CH:31][C:30]=3[O:35][CH3:36])[N:26]=2)[CH:12]=[CH:11][C:10]=1[C:18]1[CH:23]=[CH:22][CH:21]=[CH:20][C:19]=1[CH3:24]. (4) Given the reactants [F:1][C:2]([F:7])([F:6])[C:3]([OH:5])=[O:4].C(OC([N:15]1[CH2:18][CH2:17][C@H:16]1[CH2:19][OH:20])=O)(C)(C)C, predict the reaction product. The product is: [F:1][C:2]([F:7])([F:6])[C:3]([OH:5])=[O:4].[OH:20][CH2:19][C@@H:16]1[CH2:17][CH2:18][NH:15]1. (5) The product is: [C:21]1([CH3:24])[CH:20]=[CH:19][C:18]([S:15]([N:12]2[C:8]3[N:9]=[CH:10][N:11]=[C:6]([C:4](=[O:3])[CH3:5])[C:7]=3[CH:14]=[CH:13]2)(=[O:17])=[O:16])=[CH:23][CH:22]=1. Given the reactants C([O:3][C:4]([C:6]1[C:7]2[CH:14]=[CH:13][N:12]([S:15]([C:18]3[CH:23]=[CH:22][C:21]([CH3:24])=[CH:20][CH:19]=3)(=[O:17])=[O:16])[C:8]=2[N:9]=[CH:10][N:11]=1)=[CH2:5])C.C1COCC1, predict the reaction product. (6) Given the reactants [CH2:1]([NH:3][C:4]([NH:6][C:7]1[CH:12]=[CH:11][C:10]([C:13]2[N:14]=[C:15]([N:22]3[CH2:27][CH2:26][O:25][CH2:24][C@@H:23]3[CH3:28])[C:16]3[CH2:21][NH:20][CH2:19][C:17]=3[N:18]=2)=[CH:9][CH:8]=1)=[O:5])[CH3:2].C=O.[CH3:31]CN(CC)CC.C(O[BH-](OC(=O)C)OC(=O)C)(=O)C.[Na+], predict the reaction product. The product is: [CH2:1]([NH:3][C:4]([NH:6][C:7]1[CH:12]=[CH:11][C:10]([C:13]2[N:14]=[C:15]([N:22]3[CH2:27][CH2:26][O:25][CH2:24][C@@H:23]3[CH3:28])[C:16]3[CH2:21][N:20]([CH3:31])[CH2:19][C:17]=3[N:18]=2)=[CH:9][CH:8]=1)=[O:5])[CH3:2].